Dataset: NCI-60 drug combinations with 297,098 pairs across 59 cell lines. Task: Regression. Given two drug SMILES strings and cell line genomic features, predict the synergy score measuring deviation from expected non-interaction effect. (1) Drug 1: CN(C)N=NC1=C(NC=N1)C(=O)N. Cell line: OVCAR-5. Synergy scores: CSS=-5.55, Synergy_ZIP=-0.481, Synergy_Bliss=-6.48, Synergy_Loewe=-8.21, Synergy_HSA=-7.75. Drug 2: C1=NC2=C(N=C(N=C2N1C3C(C(C(O3)CO)O)O)F)N. (2) Cell line: BT-549. Synergy scores: CSS=26.6, Synergy_ZIP=-2.68, Synergy_Bliss=4.67, Synergy_Loewe=-24.8, Synergy_HSA=5.69. Drug 1: COC1=C(C=C2C(=C1)N=CN=C2NC3=CC(=C(C=C3)F)Cl)OCCCN4CCOCC4. Drug 2: CS(=O)(=O)OCCCCOS(=O)(=O)C. (3) Drug 1: C1=C(C(=O)NC(=O)N1)F. Drug 2: C1=NC2=C(N1)C(=S)N=CN2. Cell line: HS 578T. Synergy scores: CSS=42.5, Synergy_ZIP=-8.62, Synergy_Bliss=-8.74, Synergy_Loewe=-4.32, Synergy_HSA=-2.51. (4) Drug 1: CCC(=C(C1=CC=CC=C1)C2=CC=C(C=C2)OCCN(C)C)C3=CC=CC=C3.C(C(=O)O)C(CC(=O)O)(C(=O)O)O. Drug 2: C1=NC2=C(N1)C(=S)N=CN2. Cell line: SK-MEL-2. Synergy scores: CSS=-9.04, Synergy_ZIP=8.57, Synergy_Bliss=10.9, Synergy_Loewe=-2.27, Synergy_HSA=-1.56. (5) Synergy scores: CSS=70.7, Synergy_ZIP=0.916, Synergy_Bliss=0.997, Synergy_Loewe=-2.92, Synergy_HSA=2.18. Drug 2: C1C(C(OC1N2C=NC3=C2NC=NCC3O)CO)O. Drug 1: COC1=CC(=CC(=C1O)OC)C2C3C(COC3=O)C(C4=CC5=C(C=C24)OCO5)OC6C(C(C7C(O6)COC(O7)C8=CC=CS8)O)O. Cell line: MOLT-4. (6) Drug 1: C1=C(C(=O)NC(=O)N1)N(CCCl)CCCl. Drug 2: C1CN(CCN1C(=O)CCBr)C(=O)CCBr. Cell line: SK-OV-3. Synergy scores: CSS=33.8, Synergy_ZIP=-3.21, Synergy_Bliss=5.50, Synergy_Loewe=3.67, Synergy_HSA=5.90. (7) Drug 1: CN1CCC(CC1)COC2=C(C=C3C(=C2)N=CN=C3NC4=C(C=C(C=C4)Br)F)OC. Drug 2: CC12CCC3C(C1CCC2=O)CC(=C)C4=CC(=O)C=CC34C. Cell line: A498. Synergy scores: CSS=37.8, Synergy_ZIP=-2.17, Synergy_Bliss=0.553, Synergy_Loewe=2.03, Synergy_HSA=2.96. (8) Drug 1: C1=C(C(=O)NC(=O)N1)F. Drug 2: C1CCC(C(C1)N)N.C(=O)(C(=O)[O-])[O-].[Pt+4]. Cell line: HCC-2998. Synergy scores: CSS=29.9, Synergy_ZIP=-10.1, Synergy_Bliss=-15.2, Synergy_Loewe=-10.1, Synergy_HSA=-10.0. (9) Drug 1: CC1=C(C=C(C=C1)NC(=O)C2=CC=C(C=C2)CN3CCN(CC3)C)NC4=NC=CC(=N4)C5=CN=CC=C5. Drug 2: C1C(C(OC1N2C=NC3=C2NC=NCC3O)CO)O. Cell line: A549. Synergy scores: CSS=-0.342, Synergy_ZIP=-0.113, Synergy_Bliss=-1.53, Synergy_Loewe=-1.36, Synergy_HSA=-2.13. (10) Drug 2: C1CN(P(=O)(OC1)NCCCl)CCCl. Cell line: MOLT-4. Synergy scores: CSS=80.9, Synergy_ZIP=13.7, Synergy_Bliss=10.9, Synergy_Loewe=-8.57, Synergy_HSA=10.9. Drug 1: CCCCC(=O)OCC(=O)C1(CC(C2=C(C1)C(=C3C(=C2O)C(=O)C4=C(C3=O)C=CC=C4OC)O)OC5CC(C(C(O5)C)O)NC(=O)C(F)(F)F)O.